Dataset: Catalyst prediction with 721,799 reactions and 888 catalyst types from USPTO. Task: Predict which catalyst facilitates the given reaction. (1) Reactant: Br[CH2:2][C@H:3]1[C@@:5]2([N:11]=[C:10]([C:12]3[CH:17]=[CH:16][C:15]([Cl:18])=[CH:14][CH:13]=3)[C:9]3[C:19]([CH3:23])=[C:20]([CH3:22])[S:21][C:8]=3[N:7]3[C:24]([CH3:27])=[N:25][N:26]=[C:6]23)[CH2:4]1.Cl.[CH2:29]([NH2:31])[CH3:30].CCN(C(C)C)C(C)C. Product: [Cl:18][C:15]1[CH:16]=[CH:17][C:12]([C:10]2[C:9]3[C:19]([CH3:23])=[C:20]([CH3:22])[S:21][C:8]=3[N:7]3[C:24]([CH3:27])=[N:25][N:26]=[C:6]3[C@@:5]3([CH2:4][C@H:3]3[CH2:2][NH:31][CH2:29][CH3:30])[N:11]=2)=[CH:13][CH:14]=1. The catalyst class is: 9. (2) Reactant: [Cl:1][C:2]1[N:7]=[C:6](Cl)[C:5]([N+:9]([O-])=O)=[C:4]([CH3:12])[N:3]=1.C([O-])(O)=O.[Na+]. Product: [NH2:9][C:5]1[C:4]([CH3:12])=[N:3][C:2]([Cl:1])=[N:7][CH:6]=1. The catalyst class is: 50.